Dataset: Full USPTO retrosynthesis dataset with 1.9M reactions from patents (1976-2016). Task: Predict the reactants needed to synthesize the given product. (1) Given the product [F:1][C:2]1[CH:3]=[C:4]([CH:9]=[CH:10][C:11]=1[CH2:12][S:13]([C:14]1[CH:19]=[CH:18][C:17]([OH:20])=[CH:16][CH:15]=1)=[O:29])[C:5]([OH:7])=[O:6].[F:1][C:2]1[CH:3]=[C:4]([CH:9]=[CH:10][C:11]=1[CH2:12][S:13]([C:14]1[CH:15]=[CH:16][C:17]([OH:20])=[CH:18][CH:19]=1)=[O:29])[C:5]([O:7][CH3:8])=[O:6], predict the reactants needed to synthesize it. The reactants are: [F:1][C:2]1[CH:3]=[C:4]([CH:9]=[CH:10][C:11]=1[CH2:12][S:13][C:14]1[CH:19]=[CH:18][C:17]([OH:20])=[CH:16][CH:15]=1)[C:5]([O:7][CH3:8])=[O:6].ClC1C=CC=C(C(OO)=[O:29])C=1. (2) Given the product [CH3:20][C:21]1[N:11]([C@@H:12]2[CH2:17][O:16][C@@H:15]([CH2:18][OH:19])[CH2:14][CH2:13]2)[C:3]2=[C:4]3[S:10][CH:9]=[CH:8][C:5]3=[N:6][CH:7]=[C:2]2[N:1]=1, predict the reactants needed to synthesize it. The reactants are: [NH2:1][C:2]1[C:3]([NH:11][C@@H:12]2[CH2:17][O:16][C@@H:15]([CH2:18][OH:19])[CH2:14][CH2:13]2)=[C:4]2[S:10][CH:9]=[CH:8][C:5]2=[N:6][CH:7]=1.[C:20](OCC)(OCC)(OCC)[CH3:21].